This data is from Antibody developability classification from SAbDab with 2,409 antibodies. The task is: Regression/Classification. Given an antibody's heavy chain and light chain sequences, predict its developability. TAP uses regression for 5 developability metrics; SAbDab uses binary classification. (1) The antibody is ['EVQLEESGPELVRPGTSVKISCKASGYTFTNYWLGWVKQRPGHGFEWIGDIYPGGVYTTNNEKFRGKAILTADTSSSTAYMQLSSLTSEDSAVYFCARAGGYYTGGDYWGQGTSVTVSS', 'DIVLTQAAFSNPVTLGASASISCRSSKSLLNSNGIIHMYWYLQKPGQSPQLLIYQMSKLASGAPDRFSGSGSGTDFTLRISRVEAEDVGVYYCAQNLELPYTFGGGTKLEIK']. Result: 0 (not developable). (2) Result: 0 (not developable). The antibody is ['1rzk', '1rzk_L']. (3) The antibody is ['EVQLVESGGGLVQPGGSLRLSCAASGFAIYDYDIHWVRQAPGKGLEWVADIAPYAGATAYADSVKGRFTISADTSKNTAYLQMNSLRAEDTAVYYCSRSSYAYYAAMDYWGQGTLVTVSS', 'DIQMTQSPSSLSASVGDRVTITCRASQSYAYAVAWYQQKPGKAPKLLIYDASYLYSGVPSRFSGSGSGTDFTLTISSLQPEDFATYYCQQAYSSPDTFGQGTKVEIK']. Result: 0 (not developable). (4) The antibody is ['EVQLQESDAELVKPGASVKISCKASGYTFTDHVIHWVKQKPEQGLEWIGYISPGNGDIKYNEKFKGKATLTADKSSSTAYMQLNSLTSEDSAVYLCKRGYYGRSNVDYWGQGTTLTVSS', 'DIELTQSPSSLSASLGGKVTITCKASQDIKKYIGWYQHKPGKQPRLLIHYTSTLLPGIPSRFRGSGSGRDYSFSISNLEPEDIATYYCLQYYNLRTFGGGTKLEIK']. Result: 1 (developable). (5) The antibody is ['DVQLQESGPSLVKPSQTLSLTCSVTGDSITSDYWSWIRKFPGNRLEYMGYVSYSGSTYYNPSLKSRISITRDTSKNQYYLDLNSVTTEDTATYYCANWDGDYWGQGTLVTVSA', 'DIVLTQSPATLSVTPGNSVSLSCRASQSIGNNLHWYQQKSHESPRLLIKYASQSISGIPSRFSGSGSGTDFTLSINSVETEDFGMYFCQQSDSWPYTFGGGTKLEIK']. Result: 0 (not developable).